This data is from NCI-60 drug combinations with 297,098 pairs across 59 cell lines. The task is: Regression. Given two drug SMILES strings and cell line genomic features, predict the synergy score measuring deviation from expected non-interaction effect. (1) Drug 1: CCCCCOC(=O)NC1=NC(=O)N(C=C1F)C2C(C(C(O2)C)O)O. Drug 2: C#CCC(CC1=CN=C2C(=N1)C(=NC(=N2)N)N)C3=CC=C(C=C3)C(=O)NC(CCC(=O)O)C(=O)O. Cell line: NCI-H522. Synergy scores: CSS=55.4, Synergy_ZIP=3.69, Synergy_Bliss=1.02, Synergy_Loewe=-30.0, Synergy_HSA=-1.26. (2) Drug 1: CN1CCC(CC1)COC2=C(C=C3C(=C2)N=CN=C3NC4=C(C=C(C=C4)Br)F)OC. Drug 2: C1=CC=C(C(=C1)C(C2=CC=C(C=C2)Cl)C(Cl)Cl)Cl. Cell line: SR. Synergy scores: CSS=5.64, Synergy_ZIP=3.84, Synergy_Bliss=11.1, Synergy_Loewe=11.5, Synergy_HSA=10.0. (3) Drug 1: CC12CCC(CC1=CCC3C2CCC4(C3CC=C4C5=CN=CC=C5)C)O. Drug 2: C(CCl)NC(=O)N(CCCl)N=O. Cell line: LOX IMVI. Synergy scores: CSS=63.4, Synergy_ZIP=11.9, Synergy_Bliss=12.8, Synergy_Loewe=13.3, Synergy_HSA=15.8. (4) Drug 1: CN1C(=O)N2C=NC(=C2N=N1)C(=O)N. Drug 2: CC=C1C(=O)NC(C(=O)OC2CC(=O)NC(C(=O)NC(CSSCCC=C2)C(=O)N1)C(C)C)C(C)C. Cell line: HS 578T. Synergy scores: CSS=23.9, Synergy_ZIP=0.227, Synergy_Bliss=-1.09, Synergy_Loewe=-21.3, Synergy_HSA=-1.07. (5) Drug 1: CCC(=C(C1=CC=CC=C1)C2=CC=C(C=C2)OCCN(C)C)C3=CC=CC=C3.C(C(=O)O)C(CC(=O)O)(C(=O)O)O. Drug 2: CC1=C2C(C(=O)C3(C(CC4C(C3C(C(C2(C)C)(CC1OC(=O)C(C(C5=CC=CC=C5)NC(=O)OC(C)(C)C)O)O)OC(=O)C6=CC=CC=C6)(CO4)OC(=O)C)O)C)O. Cell line: TK-10. Synergy scores: CSS=29.0, Synergy_ZIP=18.9, Synergy_Bliss=20.9, Synergy_Loewe=12.5, Synergy_HSA=8.10.